Dataset: Reaction yield outcomes from USPTO patents with 853,638 reactions. Task: Predict the reaction yield, written as a fraction of the theoretical maximum amount of product (1.0 means a 100% yield; for example, 0.34 means a 34% yield). (1) The reactants are [N+:1]([C:4]1[C:8]2[CH:9]=[CH:10][CH:11]=[CH:12][C:7]=2[S:6][C:5]=1[S:13]([O-:16])(=[O:15])=[O:14])([O-:3])=[O:2].C(=O)([O-])[O-].[Ag+2:21].CCCCCC.C(OCC)(=O)C. The catalyst is C(#N)C.O. The product is [N+:1]([C:4]1[C:8]2[CH:9]=[CH:10][CH:11]=[CH:12][C:7]=2[S:6][C:5]=1[S:13]([O-:16])(=[O:14])=[O:15])([O-:3])=[O:2].[Ag+:21]. The yield is 0.982. (2) The reactants are [Cl:1][C:2]1[CH:7]=[CH:6][C:5]([CH:8]2[CH2:13][NH:12][C:11](=[O:14])[C:10]3[S:15][C:16]([N:20]4[CH2:25][CH2:24][O:23][CH2:22][CH2:21]4)=[C:17]([CH:18]=C)[C:9]2=3)=[CH:4][CH:3]=1.O.I([O-])(=O)(=O)=[O:28].[Na+].N1C(C)=CC=CC=1C. The yield is 0.840. The catalyst is O1CCOCC1.[Os](=O)(=O)(=O)=O.O. The product is [Cl:1][C:2]1[CH:3]=[CH:4][C:5]([CH:8]2[CH2:13][NH:12][C:11](=[O:14])[C:10]3[S:15][C:16]([N:20]4[CH2:25][CH2:24][O:23][CH2:22][CH2:21]4)=[C:17]([CH:18]=[O:28])[C:9]2=3)=[CH:6][CH:7]=1.